Regression. Given a peptide amino acid sequence and an MHC pseudo amino acid sequence, predict their binding affinity value. This is MHC class II binding data. From a dataset of Peptide-MHC class II binding affinity with 134,281 pairs from IEDB. (1) The peptide sequence is KYDAYVATLSEALRI. The MHC is HLA-DPA10103-DPB10401 with pseudo-sequence HLA-DPA10103-DPB10401. The binding affinity (normalized) is 0.599. (2) The binding affinity (normalized) is 0.606. The MHC is HLA-DQA10501-DQB10201 with pseudo-sequence HLA-DQA10501-DQB10201. The peptide sequence is AFILCGDNLFPKV.